Dataset: Experimentally validated miRNA-target interactions with 360,000+ pairs, plus equal number of negative samples. Task: Binary Classification. Given a miRNA mature sequence and a target amino acid sequence, predict their likelihood of interaction. The miRNA is mmu-miR-195a-5p with sequence UAGCAGCACAGAAAUAUUGGC. The protein sequence of the target gene is MKWCWGPVLLIAGATVLMEGLQAAQRACGQRGPGPPKPQEGNTVPGEWPWQASVRRQGAHICSGSLVADTWVLTAAHCFEKAAATELNSWSVVLGSLQREGLSPGAEEVGVAALQLPRAYNHYSQGSDLALLQLAHPTTHTPLCLPQPAHRFPFGASCWATGWDQDTSDAPGTLRNLRLRLISRPTCNCIYNQLHQRHLSNPARPGMLCGGPQPGVQGPCQGDSGGPVLCLEPDGHWVQAGIISFASSCAQEDAPVLLTNTAAHSSWLQARVQGAAFLAQSPETPEMSDEDSCVACGSLR.... Result: 0 (no interaction).